Dataset: Full USPTO retrosynthesis dataset with 1.9M reactions from patents (1976-2016). Task: Predict the reactants needed to synthesize the given product. (1) Given the product [F:44][C:43]([F:46])([F:45])[C:41]([NH:40][C:32]1([C:29]2[CH:28]=[CH:27][C:26]([C:8]3[C:7]([C:1]4[CH:6]=[CH:5][CH:4]=[CH:3][CH:2]=4)=[CH:16][C:15]4[C:14]5=[N:17][N:18]=[C:19]([C:20]6[N:25]=[CH:24][CH:23]=[CH:22][N:21]=6)[N:13]5[CH:12]=[CH:11][C:10]=4[N:9]=3)=[CH:31][CH:30]=2)[CH2:35][C:34]2([O:36][CH2:37][CH2:38][O:39]2)[CH2:33]1)=[O:42], predict the reactants needed to synthesize it. The reactants are: [C:1]1([C:7]2[C:8]([C:26]3[CH:31]=[CH:30][C:29]([C:32]4([NH2:40])[CH2:35][C:34]5([O:39][CH2:38][CH2:37][O:36]5)[CH2:33]4)=[CH:28][CH:27]=3)=[N:9][C:10]3[CH:11]=[CH:12][N:13]4[C:19]([C:20]5[N:25]=[CH:24][CH:23]=[CH:22][N:21]=5)=[N:18][N:17]=[C:14]4[C:15]=3[CH:16]=2)[CH:6]=[CH:5][CH:4]=[CH:3][CH:2]=1.[C:41](O[C:41]([C:43]([F:46])([F:45])[F:44])=[O:42])([C:43]([F:46])([F:45])[F:44])=[O:42]. (2) Given the product [C:16]([O:15][C:13]([C:11]1[N:10]=[N:9][N:8]([CH2:7][CH2:6][CH2:5][CH2:4][N:1]2[CH:25]=[C:23]([C:22]([O:28][CH3:27])=[O:21])[N:3]=[N:2]2)[CH:12]=1)=[O:14])([CH3:19])([CH3:18])[CH3:17], predict the reactants needed to synthesize it. The reactants are: [N:1]([CH2:4][CH2:5][CH2:6][CH2:7][N:8]1[CH:12]=[C:11]([C:13]([O:15][C:16]([CH3:19])([CH3:18])[CH3:17])=[O:14])[N:10]=[N:9]1)=[N+:2]=[N-:3].[Na].[O:21]=[C:22]1[O:28][C@H:27]([C@H](CO)O)[C:25](O)=[C:23]1O.C(OC)(=O)C#C. (3) Given the product [Cl:1][C:2]1[C:3]([N:9]2[CH2:10][CH2:11][N:12]([C:15]([C:17]3[C:18]([C:23]4[CH:28]=[CH:27][CH:26]=[CH:25][C:24]=4[O:29][CH:31]([CH3:32])[CH3:30])=[N:19][O:20][C:21]=3[CH3:22])=[O:16])[CH2:13][CH2:14]2)=[N:4][CH:5]=[C:6]([Cl:8])[CH:7]=1, predict the reactants needed to synthesize it. The reactants are: [Cl:1][C:2]1[C:3]([N:9]2[CH2:14][CH2:13][N:12]([C:15]([C:17]3[C:18]([C:23]4[CH:28]=[CH:27][CH:26]=[CH:25][C:24]=4[OH:29])=[N:19][O:20][C:21]=3[CH3:22])=[O:16])[CH2:11][CH2:10]2)=[N:4][CH:5]=[C:6]([Cl:8])[CH:7]=1.[CH3:30][CH:31](O)[CH3:32].C(P(CCCC)CCCC)CCC.N(C(OC(C)C)=O)=NC(OC(C)C)=O. (4) Given the product [C:14]([O:17][C:18]([NH:1][CH:2]([C:4]1[CH:11]=[CH:10][C:9]([Cl:12])=[CH:8][C:5]=1[CH2:6][OH:7])[CH3:3])=[O:19])([CH3:16])([CH3:15])[CH3:13], predict the reactants needed to synthesize it. The reactants are: [NH2:1][CH:2]([C:4]1[CH:11]=[CH:10][C:9]([Cl:12])=[CH:8][C:5]=1[CH2:6][OH:7])[CH3:3].[CH3:13][C:14]([O:17][C:18](O[C:18]([O:17][C:14]([CH3:16])([CH3:15])[CH3:13])=[O:19])=[O:19])([CH3:16])[CH3:15]. (5) Given the product [CH3:23][N:17]1[CH2:16][C:15]2[C:19](=[CH:20][CH:21]=[C:13]([C:11]3[S:12][C:8]([C:4]4[CH:3]=[C:2]([NH:1][S:33]([C:29]5[CH:30]=[CH:31][CH:32]=[C:27]([O:26][C:25]([F:24])([F:37])[F:38])[CH:28]=5)(=[O:35])=[O:34])[CH:7]=[N:6][CH:5]=4)=[CH:9][CH:10]=3)[CH:14]=2)[C:18]1=[O:22], predict the reactants needed to synthesize it. The reactants are: [NH2:1][C:2]1[CH:3]=[C:4]([C:8]2[S:12][C:11]([C:13]3[CH:14]=[C:15]4[C:19](=[CH:20][CH:21]=3)[C:18](=[O:22])[N:17]([CH3:23])[CH2:16]4)=[CH:10][CH:9]=2)[CH:5]=[N:6][CH:7]=1.[F:24][C:25]([F:38])([F:37])[O:26][C:27]1[CH:28]=[C:29]([S:33](Cl)(=[O:35])=[O:34])[CH:30]=[CH:31][CH:32]=1. (6) Given the product [Br:16][C:17]1[N:18]=[CH:19][C:20]([C:15]2[N:6]3[CH:7]=[CH:8][CH:9]=[C:10]([C:11]([F:13])([F:14])[F:12])[C:5]3=[N:4][C:3]=2[CH2:1][CH3:2])=[CH:21][CH:22]=1, predict the reactants needed to synthesize it. The reactants are: [CH2:1]([C:3]1[N:4]=[C:5]2[C:10]([C:11]([F:14])([F:13])[F:12])=[CH:9][CH:8]=[CH:7][N:6]2[CH:15]=1)[CH3:2].[Br:16][C:17]1[CH:22]=[CH:21][C:20](Br)=[CH:19][N:18]=1.